Dataset: Experimentally validated miRNA-target interactions with 360,000+ pairs, plus equal number of negative samples. Task: Binary Classification. Given a miRNA mature sequence and a target amino acid sequence, predict their likelihood of interaction. The miRNA is mmu-miR-128-3p with sequence UCACAGUGAACCGGUCUCUUU. The protein sequence of the target gene is MGAALGTGTRLAPWPGRACGALPRWTPTAPAQGCHSKPGPARPVPLKKRGYDVTRNPHLNKGMAFTLEERLQLGIHGLIPPCFLSQDVQLLRIMRYYERQQSDLDKYIILMTLQDRNEKLFYRVLTSDVEKFMPIVYTPTVGLACQHYGLTFRRPRGLFITIHDKGHLATMLNSWPEDNIKAVVVTDGERILGLGDLGCYGMGIPVGKLALYTACGGVNPQQCLPVLLDVGTNNEELLRDPLYIGLKHQRVHGKAYDDLLDEFMQAVTDKFGINCLIQFEDFANANAFRLLNKYRNKYCM.... Result: 0 (no interaction).